Dataset: Full USPTO retrosynthesis dataset with 1.9M reactions from patents (1976-2016). Task: Predict the reactants needed to synthesize the given product. (1) Given the product [CH3:37][O:36][C:32]1[CH:31]=[C:30]2[C:35]([C:26]([O:25][CH:11]3[CH2:10][CH:9]4[N:13]([C:14](=[O:24])[NH:15][CH2:16][CH2:17][CH2:18][CH2:19][CH:20]=[CH:21][CH:22]5[C:6]([C:4]([OH:5])=[O:3])([NH:7][C:8]4=[O:44])[CH2:23]5)[CH2:12]3)=[CH:27][C:28]([C:38]3[CH:39]=[CH:40][CH:41]=[CH:42][CH:43]=3)=[N:29]2)=[CH:34][CH:33]=1, predict the reactants needed to synthesize it. The reactants are: C([O:3][C:4]([C:6]12[CH2:23][CH:22]1[CH:21]=[CH:20][CH2:19][CH2:18][CH2:17][CH2:16][NH:15][C:14](=[O:24])[N:13]1[CH:9]([CH2:10][CH:11]([O:25][C:26]3[C:35]4[C:30](=[CH:31][C:32]([O:36][CH3:37])=[CH:33][CH:34]=4)[N:29]=[C:28]([C:38]4[CH:43]=[CH:42][CH:41]=[CH:40][CH:39]=4)[CH:27]=3)[CH2:12]1)[C:8](=[O:44])[NH:7]2)=[O:5])C.[OH-].[Na+]. (2) Given the product [F:1][C:2]1[CH:3]=[C:4]([C:9]2[CH2:13][C:12]([O:22][CH3:23])([C:14](=[S:33])[NH:16][CH2:17][C:18]([F:21])([F:20])[F:19])[O:11][N:10]=2)[CH:5]=[C:6]([F:8])[CH:7]=1, predict the reactants needed to synthesize it. The reactants are: [F:1][C:2]1[CH:3]=[C:4]([C:9]2[CH2:13][C:12]([O:22][CH3:23])([C:14]([NH:16][CH2:17][C:18]([F:21])([F:20])[F:19])=O)[O:11][N:10]=2)[CH:5]=[C:6]([F:8])[CH:7]=1.COC1C=CC(P2(SP(C3C=CC(OC)=CC=3)(=S)S2)=[S:33])=CC=1. (3) The reactants are: [CH:1]1([NH:4][C:5]2[N:10]=[C:9]([C:11]3[CH:12]=[N:13][N:14]4[C:19]=3[CH:18]=[CH:17][CH:16]=[N:15]4)[CH:8]=[CH:7][N:6]=2)[CH2:3][CH2:2]1.[H-].[Na+].[CH3:22]I. Given the product [CH:1]1([N:4]([CH3:22])[C:5]2[N:10]=[C:9]([C:11]3[CH:12]=[N:13][N:14]4[C:19]=3[CH:18]=[CH:17][CH:16]=[N:15]4)[CH:8]=[CH:7][N:6]=2)[CH2:2][CH2:3]1, predict the reactants needed to synthesize it. (4) Given the product [Br:18][CH2:19][C:20]1[CH:28]=[CH:27][C:23]([C:24]([NH:11][N:10]([C:3]2[C:2]([Cl:1])=[CH:7][N:6]=[C:5]([C:8]#[N:9])[N:4]=2)[CH:12]2[CH2:13][CH2:14][CH2:15][CH2:16][CH2:17]2)=[O:25])=[CH:22][CH:21]=1, predict the reactants needed to synthesize it. The reactants are: [Cl:1][C:2]1[C:3]([N:10]([CH:12]2[CH2:17][CH2:16][CH2:15][CH2:14][CH2:13]2)[NH2:11])=[N:4][C:5]([C:8]#[N:9])=[N:6][CH:7]=1.[Br:18][CH2:19][C:20]1[CH:28]=[CH:27][C:23]([C:24](Br)=[O:25])=[CH:22][CH:21]=1.CCN(C(C)C)C(C)C.